This data is from Catalyst prediction with 721,799 reactions and 888 catalyst types from USPTO. The task is: Predict which catalyst facilitates the given reaction. The catalyst class is: 2. Reactant: [Cl:1][C:2]([C:4]12[CH2:13][C:8]3([OH:14])[CH2:9][CH:10]([CH2:12][C:6]([C:15]([Cl:17])=[O:16])([CH2:7]3)[CH2:5]1)[CH2:11]2)=[O:3].CN(C)C.[CH3:22][Si:23](Cl)([CH3:25])[CH3:24]. Product: [Cl:1][C:2]([C:4]12[CH2:13][C:8]3([O:14][Si:23]([CH3:25])([CH3:24])[CH3:22])[CH2:9][CH:10]([CH2:12][C:6]([C:15]([Cl:17])=[O:16])([CH2:7]3)[CH2:5]1)[CH2:11]2)=[O:3].